Dataset: Aqueous solubility values for 9,982 compounds from the AqSolDB database. Task: Regression/Classification. Given a drug SMILES string, predict its absorption, distribution, metabolism, or excretion properties. Task type varies by dataset: regression for continuous measurements (e.g., permeability, clearance, half-life) or binary classification for categorical outcomes (e.g., BBB penetration, CYP inhibition). For this dataset (solubility_aqsoldb), we predict Y. (1) The compound is CNC(=O)/C(=N\OC)c1ccccc1Oc1ccccc1. The Y is -3.35 log mol/L. (2) The molecule is COc1cc(OC)nc(NC(=O)NS(=O)(=O)c2c(-c3nnn(C)n3)cnn2C)n1. The Y is -2.61 log mol/L. (3) The drug is N.N.[Cl-].[Cl-].[Pt+2]. The Y is -2.07 log mol/L. (4) The drug is CCc1nnc(NS(=O)(=O)c2ccc(NC(C)=O)cc2)s1. The Y is -3.40 log mol/L. (5) The compound is CN(C)C1CCC=CCCC1. The Y is -1.60 log mol/L.